Dataset: Full USPTO retrosynthesis dataset with 1.9M reactions from patents (1976-2016). Task: Predict the reactants needed to synthesize the given product. (1) Given the product [CH3:5][O:4][N:3]([CH3:2])[C:18]([C:15]1([C:14]([F:22])([F:21])[F:13])[CH2:17][CH2:16]1)=[O:19], predict the reactants needed to synthesize it. The reactants are: Cl.[CH3:2][NH:3][O:4][CH3:5].C(N(CC)CC)C.[F:13][C:14]([F:22])([F:21])[C:15]1([C:18](O)=[O:19])[CH2:17][CH2:16]1.CCCP(=O)=O. (2) Given the product [Br:1][C:2]1[C:3]([O:20][C:14]2[CH:15]=[CH:16][C:17]([F:19])=[CH:18][C:13]=2[F:12])=[N:4][CH:5]=[C:6]([N+:8]([O-:10])=[O:9])[CH:7]=1, predict the reactants needed to synthesize it. The reactants are: [Br:1][C:2]1[C:3](Cl)=[N:4][CH:5]=[C:6]([N+:8]([O-:10])=[O:9])[CH:7]=1.[F:12][C:13]1[CH:18]=[C:17]([F:19])[CH:16]=[CH:15][C:14]=1[OH:20].C(=O)([O-])[O-].[Cs+].[Cs+].O. (3) The reactants are: [NH:1]1[C:5]2=[N:6][CH:7]=[C:8]([NH:10][C:11]3[C:12]4[C:19]5[CH2:20][CH2:21][C@H:22]([C:24]([OH:26])=O)[CH2:23][C:18]=5[S:17][C:13]=4[N:14]=[CH:15][N:16]=3)[CH:9]=[C:4]2[CH:3]=[N:2]1.[CH3:27][NH:28][CH2:29][CH2:30][CH3:31]. Given the product [CH3:27][N:28]([CH2:29][CH2:30][CH3:31])[C:24]([C@H:22]1[CH2:21][CH2:20][C:19]2[C:12]3[C:11]([NH:10][C:8]4[CH:9]=[C:4]5[CH:3]=[N:2][NH:1][C:5]5=[N:6][CH:7]=4)=[N:16][CH:15]=[N:14][C:13]=3[S:17][C:18]=2[CH2:23]1)=[O:26], predict the reactants needed to synthesize it. (4) Given the product [CH2:44]([O:46][C:47]1[CH:48]=[C:49]([CH:52]=[C:53]([O:56][CH2:57][CH3:58])[C:54]=1[F:55])[CH2:50][N:29]1[CH2:30][CH2:31][CH:32]([NH:35][C:36]2[CH:37]=[C:38]([CH:41]=[CH:42][N:43]=2)[C:39]#[N:40])[CH2:33][CH2:34]1)[CH3:45], predict the reactants needed to synthesize it. The reactants are: C(OC1C=C(C=CC=1C)CN1CCC(NC2C=C(C=CN=2)C#N)CC1)C.Cl.Cl.[NH:29]1[CH2:34][CH2:33][CH:32]([NH:35][C:36]2[CH:37]=[C:38]([CH:41]=[CH:42][N:43]=2)[C:39]#[N:40])[CH2:31][CH2:30]1.[CH2:44]([O:46][C:47]1[CH:48]=[C:49]([CH:52]=[C:53]([O:56][CH2:57][CH3:58])[C:54]=1[F:55])[CH:50]=O)[CH3:45]. (5) Given the product [CH3:1][O:2][CH2:3][CH2:4][O:5][C:6]1[CH:11]=[CH:10][C:9]([CH2:12][CH2:13][CH2:14][OH:15])=[C:8]([O:17][CH2:18][CH:19]2[CH2:23][CH2:22][CH2:21][O:20]2)[CH:7]=1, predict the reactants needed to synthesize it. The reactants are: [CH3:1][O:2][CH2:3][CH2:4][O:5][C:6]1[CH:11]=[CH:10][C:9]([CH2:12][CH2:13][C:14]([O-])=[O:15])=[C:8]([O:17][CH2:18][CH:19]2[CH2:23][CH2:22][CH2:21][O:20]2)[CH:7]=1.[H-].C([Al+]CC(C)C)C(C)C.O.O.O.O.O.O.O.O.O.O.S([O-])([O-])(=O)=O.[Na+].[Na+].C(OCC)C. (6) Given the product [O:1]1[CH2:6][CH2:5][N:4]([CH2:7][CH2:8][O:9][C:11]2[N:16]=[CH:15][C:14](/[C:17](/[C:27]3[CH:28]=[CH:29][C:30]([OH:33])=[CH:31][CH:32]=3)=[C:18](\[C:21]3[CH:26]=[CH:25][CH:24]=[CH:23][CH:22]=3)/[CH2:19][CH3:20])=[CH:13][CH:12]=2)[CH2:3][CH2:2]1, predict the reactants needed to synthesize it. The reactants are: [O:1]1[CH2:6][CH2:5][N:4]([CH2:7][CH2:8][OH:9])[CH2:3][CH2:2]1.Cl[C:11]1[N:16]=[CH:15][C:14](/[C:17](/[C:27]2[CH:32]=[CH:31][C:30]([OH:33])=[CH:29][CH:28]=2)=[C:18](\[C:21]2[CH:26]=[CH:25][CH:24]=[CH:23][CH:22]=2)/[CH2:19][CH3:20])=[CH:13][CH:12]=1. (7) Given the product [CH3:26][S:27]([O:1][CH2:2][CH:3]([N:5]([C:6]([O:7][C:8]([CH3:11])([CH3:10])[CH3:9])=[O:12])[CH2:13][C:14]1[NH:18][N:17]=[CH:16][CH:15]=1)[CH3:4])(=[O:29])=[O:28], predict the reactants needed to synthesize it. The reactants are: [OH:1][CH2:2][CH:3]([N:5]([CH2:13][C:14]1[NH:18][N:17]=[CH:16][CH:15]=1)[C:6](=[O:12])[O:7][C:8]([CH3:11])([CH3:10])[CH3:9])[CH3:4].CCN(CC)CC.[CH3:26][S:27](Cl)(=[O:29])=[O:28].